From a dataset of Drug-target binding data from BindingDB using IC50 measurements. Regression. Given a target protein amino acid sequence and a drug SMILES string, predict the binding affinity score between them. We predict pIC50 (pIC50 = -log10(IC50 in M); higher means more potent). Dataset: bindingdb_ic50. (1) The small molecule is CSCC[C@H](NC(=O)[C@@H](NC(=O)[C@H](CCCN=C(N)N)NC(=O)[C@@H]1CSSC[C@H](NC(=O)[C@@H](NC(=O)[C@H](CC(=O)O)NC(=O)[C@H](Cc2ccccc2)NC(C)=O)C(C)C)C(=O)N[C@@H](CC(N)=O)C(=O)N[C@@H](Cc2c[nH]c3ccccc23)C(=O)N[C@@H](C(C)C)C(=O)NCC(=O)N[C@@H](CC(C)C)C(=O)N[C@@H](C)C(=O)N[C@@H](Cc2cnc[nH]2)C(=O)N1)C(C)C)C(N)=O. The target protein (P49763) has sequence MPVMRLFPCFLQLLAGLALPAVPPQQWALSAGNGSSEVEVVPFQEVWGRSYCRALERLVDVVSEYPSEVEHMFSPSCVSLLRCTGCCGDENLHCVPVETANVTMQLLKIRSGDRPSYVELTFSQHVRCECRHSPGRQSPDMPGDFRADAPSFLPPRRSLPMLFRMEWGCALTGSQSAVWPSSPVPEEIPRMHPGRNGKKQQRKPLREKMKPERCGDAVPRR. The pIC50 is 5.3. (2) The drug is CC(NC(=O)c1ccccc1/N=C/c1c(O)ccc2ccccc12)c1ccccc1. The target protein sequence is MTASPRAPHQEHVLGEPTLEGLAHYIREKNVRRILVLVGAGASVAAGIPDFRSPDTGIYANLGKYNLEDPTDAFSLTLLREKPEIFYSIARELNLWPGHFQPTAVHHFIRLLQDEGRLLRCCTQNIDGLEKAAGVSPELLVEAHGSFAAAACIECHTPFSIEQNYLEAMSGTVSRCSTCGGIVKPNVVFFGENLPDAFFDALHHDAPIAELVIIIGTSMQVHPFALLPCVVPKSVPRVVMNRERVGGLLFRFPDDPLNTVHEDAVAKEGRSSSSQSRSPSASPRREEGGTEDSPSSPNEEVEEASTSSSSDGYGQYGDYHAHPDVCRDVLFRGDCQENVVTLAEYLGLSEALAKRMRLSDAAPATAQRAPNET. The pIC50 is 3.7. (3) The small molecule is Cc1ccccc1Cn1cc[nH]c1=S. The target protein (Q05754) has sequence MQPHLSHQPCWSLPSPSVREAASMYGTAVAIFLVILVAALQGSEPPESPFPYHIPLDPEGTLELSWNVSYDQEIIHFQLQVQGPRAGVLFGMSDRGEMENADLVMLWTDGDRTYFADAWSDQKGQIHLDTHQDYQLLQAQRVSNSLSLLFKRPFVTCDPKDYVIEDDTVHLVYGILEEPFQSLEAINTSGLHTGLQQVQLLKPEVSTPAMPADVQTMDIRAPDVLIPSTETTYWCYITELPLHFPRHHIIMYEAIVTEGNEALVHHMEVFQCTNESEAFPMFNGPCDSKMKPDRLNYCRHVLAAWALGAKAFYYPEEAGVPLGSSGSSRFLRLEVHYHNPRNIQGRRDSSGIRLHYTASLRPNEAGIMELGLVYTPLMAIPPQETTFVLTGYCTDRCTQMALPKSGIRIFASQLHTHLTGRKVITVLARDGQQREVVNRDNHYSPHFQEIRMLKNAVTVHQGDVLITSCTYNTENRTMATVGGFGILEEMCVNYVHYYPK.... The pIC50 is 3.5. (4) The compound is CN1CCN(Cc2ccc(NC(=O)Nc3ccc(Oc4ccnc(N)n4)cc3)cc2C(F)(F)F)CC1. The target protein sequence is MENFQKVEKIGEGTYGVVYKARNKLTGEVVALKKIRXDTETEGVPSTAIREISLLKELNHPNIVKLLDVIHTENKLYLVFEFLHQDLKKFMDASALTGIPLPLIKSYLFQLLQGLAFCHSHRVLHRDLKPQNLLINTEGAIKLCDFGLARAFGVPVRTYTHEVVTLWYRAPEILLGCKYYSTAVDIWSLGCIFAEMVTRRALFPGDSEIDQLFRIFRTLGTPDEVVWPGVTSMPDYKPSFPKWARQDFSKVVPPLDEDGRSLLSQMLHYDPNKRISAKAALAHPFFQDVTKPVPHLRL. The pIC50 is 5.0. (5) The target protein sequence is MNLERVSNEEKLNLCRKYYLGGFAFLPFLWLVNIFWFFREAFLVPAYTEQSQIKGYVWRSAVGFLFWVIVLTSWITIFQIYRPRWGALGDYLSFTIPLGTP. The compound is CC(C)C[C@@H](C=O)NC(=O)[C@H](CC(C)C)NC(=O)[C@H](CC(C)C)NC(=O)OCc1ccccc1. The pIC50 is 3.7.